Regression/Classification. Given a drug SMILES string, predict its absorption, distribution, metabolism, or excretion properties. Task type varies by dataset: regression for continuous measurements (e.g., permeability, clearance, half-life) or binary classification for categorical outcomes (e.g., BBB penetration, CYP inhibition). Dataset: cyp2d6_veith. From a dataset of CYP2D6 inhibition data for predicting drug metabolism from PubChem BioAssay. (1) The result is 0 (non-inhibitor). The molecule is Cn1cc(-c2nc3cnc(Oc4ccccc4)nc3n(C3CC3)c2=O)c2ccccc21. (2) The molecule is CCCC[C@H]1C[C@@H]1[C@@H]1N(P(=O)(c2ccccc2)c2ccccc2)[C@](CO)(c2ccccc2)CC12CC2. The result is 1 (inhibitor). (3) The compound is Fc1ccc(Nc2nc(-c3ccoc3)nc3ccccc23)cc1. The result is 0 (non-inhibitor). (4) The drug is CCCC12CN3CC(CCC)(CN(C1)C3C(O)C(O)C(O)CO)C2=O. The result is 0 (non-inhibitor). (5) The compound is O=C(c1cnccn1)N1CCC[C@@]2(CCN(Cc3ccncc3)C2)C1. The result is 0 (non-inhibitor). (6) The compound is COc1cccc(N(C(=O)Cn2nnc(-c3cccs3)n2)C(C(=O)NC2CCCCC2)c2ccncc2)c1. The result is 0 (non-inhibitor). (7) The molecule is CO[C@@H]1COC(=O)C/C=C\[C@H](C)[C@@H](OC)COC(=O)[C@H](C)NC(=O)C/C=C\[C@H]1C. The result is 0 (non-inhibitor).